This data is from Catalyst prediction with 721,799 reactions and 888 catalyst types from USPTO. The task is: Predict which catalyst facilitates the given reaction. (1) Reactant: [CH2:1]([O:8][C@@H:9]1[C@@H:18]([O:19][CH2:20][C:21]2[CH:26]=[CH:25][CH:24]=[CH:23][CH:22]=2)[C@H:17]([O:27][C@@H:28]2[O:57][C@H:56]([CH2:58]O)[C@@H:47]([O:48][CH2:49][C:50]3[CH:55]=[CH:54][CH:53]=[CH:52][CH:51]=3)[C@H:38]([O:39][CH2:40][C:41]3[CH:46]=[CH:45][CH:44]=[CH:43][CH:42]=3)[C@H:29]2[O:30][CH2:31][C:32]2[CH:37]=[CH:36][CH:35]=[CH:34][CH:33]=2)[C@@H:16]([CH2:60][O:61][CH2:62][C:63]2[CH:68]=[CH:67][CH:66]=[CH:65][CH:64]=2)[O:15][CH:10]1[O:11][CH2:12][CH:13]=[CH2:14])[C:2]1[CH:7]=[CH:6][CH:5]=[CH:4][CH:3]=1.C(N(S(F)(F)[F:75])CC)C.CO.C(OCC)(=O)C. Product: [CH2:1]([O:8][C@@H:9]1[C@@H:18]([O:19][CH2:20][C:21]2[CH:26]=[CH:25][CH:24]=[CH:23][CH:22]=2)[C@H:17]([O:27][C@@H:28]2[O:57][C@H:56]([CH2:58][F:75])[C@@H:47]([O:48][CH2:49][C:50]3[CH:55]=[CH:54][CH:53]=[CH:52][CH:51]=3)[C@H:38]([O:39][CH2:40][C:41]3[CH:46]=[CH:45][CH:44]=[CH:43][CH:42]=3)[C@H:29]2[O:30][CH2:31][C:32]2[CH:37]=[CH:36][CH:35]=[CH:34][CH:33]=2)[C@@H:16]([CH2:60][O:61][CH2:62][C:63]2[CH:68]=[CH:67][CH:66]=[CH:65][CH:64]=2)[O:15][C@@H:10]1[O:11][CH2:12][CH:13]=[CH2:14])[C:2]1[CH:7]=[CH:6][CH:5]=[CH:4][CH:3]=1. The catalyst class is: 57. (2) Reactant: [F:1][C:2]1[CH:3]=[C:4]([CH:43]=[C:44]([F:46])[CH:45]=1)[CH2:5][N:6]1[CH:10]=[C:9]([C:11]2[C:19]3[C:14](=[N:15][CH:16]=[C:17]([C:20]4[CH:25]=[CH:24][C:23]([NH:26][S:27]([CH3:30])(=[O:29])=[O:28])=[C:22]([O:31][CH3:32])[CH:21]=4)[CH:18]=3)[N:13](S(C3C=CC(C)=CC=3)(=O)=O)[CH:12]=2)[CH:8]=[N:7]1.[OH-].[Li+]. Product: [F:46][C:44]1[CH:43]=[C:4]([CH:3]=[C:2]([F:1])[CH:45]=1)[CH2:5][N:6]1[CH:10]=[C:9]([C:11]2[C:19]3[C:14](=[N:15][CH:16]=[C:17]([C:20]4[CH:25]=[CH:24][C:23]([NH:26][S:27]([CH3:30])(=[O:29])=[O:28])=[C:22]([O:31][CH3:32])[CH:21]=4)[CH:18]=3)[NH:13][CH:12]=2)[CH:8]=[N:7]1. The catalyst class is: 87. (3) Reactant: Cl.[CH3:2][O:3][C:4]1[CH:13]=[C:12]2[C:7]([C:8]([O:19][C@H:20]3[CH2:24][N:23]([C:25](=[O:35])[C@@H:26]([NH:31][C:32](=[O:34])O)[C:27]([CH3:30])([CH3:29])[CH3:28])[C@H:22]([C:36]([O:38][CH3:39])=[O:37])[CH2:21]3)=[CH:9][C:10]([N:14]3[CH:18]=[CH:17][CH:16]=[N:15]3)=[N:11]2)=[CH:6][CH:5]=1.C(N(CC)CC)C.[C:47]([N:51]=C=O)([CH3:50])([CH3:49])[CH3:48]. Product: [CH3:39][O:38][C:36]([C@@H:22]1[CH2:21][C@@H:20]([O:19][C:8]2[C:7]3[C:12](=[CH:13][C:4]([O:3][CH3:2])=[CH:5][CH:6]=3)[N:11]=[C:10]([N:14]3[CH:18]=[CH:17][CH:16]=[N:15]3)[CH:9]=2)[CH2:24][N:23]1[C:25](=[O:35])[C@@H:26]([NH:31][C:32]([NH:51][C:47]([CH3:50])([CH3:49])[CH3:48])=[O:34])[C:27]([CH3:28])([CH3:29])[CH3:30])=[O:37]. The catalyst class is: 4. (4) Reactant: O=P12OP3(OP(OP(O3)(O1)=O)(=O)O2)=O.[O:15]=[C:16]1[C:21]2=[CH:22][C:23]3[CH:24]=[CH:25][C:26]([C:29]([OH:31])=O)=[CH:27][C:28]=3[N:20]2[C:19]2([CH2:34][CH2:33][CH2:32]2)[CH2:18][NH:17]1.[NH2:35][C:36]1[C:41]([N+:42]([O-:44])=[O:43])=[CH:40][C:39]([Br:45])=[CH:38][C:37]=1O. Product: [Br:45][C:39]1[CH:40]=[C:41]([N+:42]([O-:44])=[O:43])[C:36]2[N:35]=[C:29]([C:26]3[CH:25]=[CH:24][C:23]4[CH:22]=[C:21]5[C:16](=[O:15])[NH:17][CH2:18][C:19]6([CH2:34][CH2:33][CH2:32]6)[N:20]5[C:28]=4[CH:27]=3)[O:31][C:37]=2[CH:38]=1. The catalyst class is: 501. (5) Reactant: [H-].[H-].[H-].[H-].[Li+].[Al+3].[Cl:7][C:8]1[CH:19]=[CH:18][C:17]([CH2:20][CH2:21][CH2:22][O:23][CH3:24])=[CH:16][C:9]=1[C:10]([NH:12][CH:13]1[CH2:15][CH2:14]1)=O. Product: [Cl:7][C:8]1[CH:19]=[CH:18][C:17]([CH2:20][CH2:21][CH2:22][O:23][CH3:24])=[CH:16][C:9]=1[CH2:10][NH:12][CH:13]1[CH2:14][CH2:15]1. The catalyst class is: 1. (6) Reactant: [Cl:1][C:2]1[CH:3]=[C:4]([CH:10]([C:22]([F:25])([F:24])[F:23])/[CH:11]=[CH:12]/[C:13]2[CH:14]=[C:15]3[C:19](=[CH:20][CH:21]=2)[NH:18][CH:17]=[CH:16]3)[CH:5]=[C:6]([Cl:9])[C:7]=1[F:8].[C:26]([O:30][C:31]([NH:33][CH2:34][C:35](OC1C=CC([N+]([O-])=O)=CC=1)=[O:36])=[O:32])([CH3:29])([CH3:28])[CH3:27].[F-].[K+].C1OCCOCCOCCOCCOCCOC1.CCN(C(C)C)C(C)C. Product: [C:26]([O:30][C:31](=[O:32])[NH:33][CH2:34][C:35]([N:18]1[C:19]2[C:15](=[CH:14][C:13](/[CH:12]=[CH:11]/[CH:10]([C:4]3[CH:3]=[C:2]([Cl:1])[C:7]([F:8])=[C:6]([Cl:9])[CH:5]=3)[C:22]([F:24])([F:23])[F:25])=[CH:21][CH:20]=2)[CH:16]=[CH:17]1)=[O:36])([CH3:29])([CH3:27])[CH3:28]. The catalyst class is: 291. (7) Reactant: [Cl:1][CH2:2][C:3](Cl)=[O:4].[Cl:6][C:7]1[CH:13]=[CH:12][C:10]([NH2:11])=[CH:9][CH:8]=1.Cl. Product: [Cl:6][C:7]1[CH:13]=[CH:12][C:10]([NH:11][C:3](=[O:4])[CH2:2][Cl:1])=[CH:9][CH:8]=1. The catalyst class is: 12. (8) Reactant: [H-].[Na+].[C:3]1([OH:9])[CH:8]=[CH:7][CH:6]=[CH:5][CH:4]=1.Cl[C:11]1[C:20]2[C:15](=[CH:16][CH:17]=[C:18]([I:21])[CH:19]=2)[N:14]=[CH:13][N:12]=1. Product: [I:21][C:18]1[CH:19]=[C:20]2[C:15](=[CH:16][CH:17]=1)[N:14]=[CH:13][N:12]=[C:11]2[O:9][C:3]1[CH:8]=[CH:7][CH:6]=[CH:5][CH:4]=1. The catalyst class is: 3. (9) The catalyst class is: 46. Product: [CH2:33]([N:21]1[CH2:22][CH2:23][CH:18]([C:17]2[C:16]3[C:11](=[CH:12][CH:13]=[CH:14][CH:15]=3)[NH:10][C:9]=2[C:8]2[C:3]([O:2][CH3:1])=[N:4][CH:5]=[CH:6][CH:7]=2)[CH2:19][CH2:20]1)[C:34]1[CH:39]=[CH:38][CH:37]=[CH:36][CH:35]=1. Reactant: [CH3:1][O:2][C:3]1[C:8]([C:9]2[NH:10][C:11]3[C:16]([C:17]=2[CH:18]2[CH2:23][CH2:22][NH:21][CH2:20][CH2:19]2)=[CH:15][CH:14]=[CH:13][CH:12]=3)=[CH:7][CH:6]=[CH:5][N:4]=1.C(N(C(C)C)CC)(C)C.[CH2:33](Br)[C:34]1[CH:39]=[CH:38][CH:37]=[CH:36][CH:35]=1.C(OCC)(=O)C. (10) Product: [OH:34][CH:33]1[C:32]2[C:31]3[C:26]([CH:25]=[CH:24][CH:23]=2)=[CH:27][CH:28]=[CH:29][C:30]=3[CH:35]1[N:14]1[CH2:13][CH2:12][CH:11]([N:4]2[C:5]3[C:10](=[CH:9][CH:8]=[CH:7][CH:6]=3)[C:2]([CH2:18][C:19]([OH:21])=[O:20])([CH3:1])[C:3]2=[O:17])[CH2:16][CH2:15]1. The catalyst class is: 9. Reactant: [CH3:1][C:2]1([CH2:18][C:19]([O:21]C)=[O:20])[C:10]2[C:5](=[CH:6][CH:7]=[CH:8][CH:9]=2)[N:4]([CH:11]2[CH2:16][CH2:15][NH:14][CH2:13][CH2:12]2)[C:3]1=[O:17].[CH:23]1[C:32]2[CH:33]3[CH:35]([C:30]4[C:31]=2[C:26]([CH:27]=[CH:28][CH:29]=4)=[CH:25][CH:24]=1)[O:34]3.O.